Dataset: HIV replication inhibition screening data with 41,000+ compounds from the AIDS Antiviral Screen. Task: Binary Classification. Given a drug SMILES string, predict its activity (active/inactive) in a high-throughput screening assay against a specified biological target. (1) The molecule is O=C(O)C1CSC(c2ccccc2Cl)N1. The result is 0 (inactive). (2) The compound is CN1C(=O)CC(CC(=O)C2CCCCC2=O)CC1=O. The result is 0 (inactive). (3) The drug is I.O=CSC(=Nc1ccc(Cl)cc1)NC(=O)COc1ccc(Cl)cc1. The result is 0 (inactive).